Dataset: Reaction yield outcomes from USPTO patents with 853,638 reactions. Task: Predict the reaction yield, written as a fraction of the theoretical maximum amount of product (1.0 means a 100% yield; for example, 0.34 means a 34% yield). (1) The catalyst is O1CCCC1. The yield is 0.870. The reactants are [H-].[Na+].C(OP([CH:11]([CH3:17])[C:12]([O:14][CH2:15][CH3:16])=[O:13])(OCC)=O)C.[N:18]1[CH:23]=[CH:22][CH:21]=[CH:20][C:19]=1[CH:24]=O.O. The product is [CH3:17][C:11](=[CH:24][C:19]1[CH:20]=[CH:21][CH:22]=[CH:23][N:18]=1)[C:12]([O:14][CH2:15][CH3:16])=[O:13]. (2) The reactants are [CH3:1][N:2]([CH3:49])[CH2:3][C:4]([N:6]1[C:15]2[C:10](=[CH:11][C:12]([CH3:48])=[C:13]([NH:16][C:17]3[N:18]=[C:19]([NH:36][C:37]4[CH:46]=[CH:45][CH:44]=[C:43]([F:47])[C:38]=4[C:39]([NH:41][CH3:42])=[O:40])[C:20]4[CH:25]=[CH:24][N:23](S(C5C=CC(C)=CC=5)(=O)=O)[C:21]=4[N:22]=3)[CH:14]=2)[CH2:9][CH2:8][CH2:7]1)=[O:5].[OH-].[K+].C([O-])(O)=O.[Na+]. The catalyst is O1CCOCC1.CCOC(C)=O. The product is [CH3:49][N:2]([CH3:1])[CH2:3][C:4]([N:6]1[C:15]2[C:10](=[CH:11][C:12]([CH3:48])=[C:13]([NH:16][C:17]3[NH:22][C:21]4=[N:23][CH:24]=[CH:25][C:20]4=[C:19]([NH:36][C:37]4[CH:46]=[CH:45][CH:44]=[C:43]([F:47])[C:38]=4[C:39]([NH:41][CH3:42])=[O:40])[N:18]=3)[CH:14]=2)[CH2:9][CH2:8][CH2:7]1)=[O:5]. The yield is 0.610. (3) The reactants are [CH:1]([C:4]1[CH:5]=[C:6]([OH:10])[CH:7]=[CH:8][CH:9]=1)([CH3:3])[CH3:2].[I:11]([O-])(=O)=O.[K+].II.C(OCC)C. The catalyst is C(O)(=O)C.O. The product is [I:11][C:7]1[CH:8]=[CH:9][C:4]([CH:1]([CH3:3])[CH3:2])=[CH:5][C:6]=1[OH:10]. The yield is 0.570. (4) The reactants are C[O-].[Na+].CO.C([O:9][C:10]1[C:11]([CH3:45])=[C:12]2[C:17](=[C:18]([CH3:21])[C:19]=1[CH3:20])[O:16][C:15]([CH2:23][O:24][C:25]1[CH:30]=[CH:29][C:28]([NH:31][C:32]([C:34]3[CH:39]=[C:38]([N+:40]([O-:42])=[O:41])[CH:37]=[CH:36][C:35]=3[Cl:43])=[O:33])=[CH:27][CH:26]=1)([CH3:22])[CH2:14][C:13]2=[O:44])(=O)C.C(O)(=O)C. The catalyst is CO.C(OCC)(=O)C. The product is [OH:9][C:10]1[C:11]([CH3:45])=[C:12]2[C:17](=[C:18]([CH3:21])[C:19]=1[CH3:20])[O:16][C:15]([CH2:23][O:24][C:25]1[CH:26]=[CH:27][C:28]([NH:31][C:32]([C:34]3[CH:39]=[C:38]([N+:40]([O-:42])=[O:41])[CH:37]=[CH:36][C:35]=3[Cl:43])=[O:33])=[CH:29][CH:30]=1)([CH3:22])[CH2:14][C:13]2=[O:44]. The yield is 0.480. (5) The reactants are C(O1[CH2:11][CH:10]([C:12]2[N:16]([CH3:17])[N:15]=[CH:14][C:13]=2[C:18]2[CH:19]=[C:20]3[C:29](=[CH:30][CH:31]=2)[C:28]2[N:24]([CH:25]=[C:26]([C:32]4[N:36]([CH:37]([CH3:39])[CH3:38])[N:35]=[C:34]([CH3:40])[N:33]=4)[N:27]=2)[CH2:23][CH2:22][O:21]3)[CH2:9][CH2:8][NH:7][C:6]1=O)(C)(C)C.[H-].[H-].[H-].[H-].[Li+].[Al+3].CO. The catalyst is C1COCC1. The product is [CH:37]([N:36]1[C:32]([C:26]2[N:27]=[C:28]3[C:29]4[CH:30]=[CH:31][C:18]([C:13]5[CH:14]=[N:15][N:16]([CH3:17])[C:12]=5[CH:10]5[CH2:9][CH2:8][N:7]([CH3:6])[CH2:11]5)=[CH:19][C:20]=4[O:21][CH2:22][CH2:23][N:24]3[CH:25]=2)=[N:33][C:34]([CH3:40])=[N:35]1)([CH3:39])[CH3:38]. The yield is 0.510.